From a dataset of NCI-60 drug combinations with 297,098 pairs across 59 cell lines. Regression. Given two drug SMILES strings and cell line genomic features, predict the synergy score measuring deviation from expected non-interaction effect. (1) Drug 1: CCC1=CC2CC(C3=C(CN(C2)C1)C4=CC=CC=C4N3)(C5=C(C=C6C(=C5)C78CCN9C7C(C=CC9)(C(C(C8N6C)(C(=O)OC)O)OC(=O)C)CC)OC)C(=O)OC.C(C(C(=O)O)O)(C(=O)O)O. Drug 2: CN(CC1=CN=C2C(=N1)C(=NC(=N2)N)N)C3=CC=C(C=C3)C(=O)NC(CCC(=O)O)C(=O)O. Cell line: HOP-62. Synergy scores: CSS=40.7, Synergy_ZIP=-1.86, Synergy_Bliss=-2.13, Synergy_Loewe=-1.11, Synergy_HSA=2.19. (2) Cell line: ACHN. Synergy scores: CSS=-4.93, Synergy_ZIP=1.96, Synergy_Bliss=1.06, Synergy_Loewe=-5.36, Synergy_HSA=-5.92. Drug 1: CC1=C(C=C(C=C1)NC(=O)C2=CC=C(C=C2)CN3CCN(CC3)C)NC4=NC=CC(=N4)C5=CN=CC=C5. Drug 2: C1=CN(C=N1)CC(O)(P(=O)(O)O)P(=O)(O)O. (3) Drug 1: C1=CC(=CC=C1C#N)C(C2=CC=C(C=C2)C#N)N3C=NC=N3. Drug 2: CC1CCC2CC(C(=CC=CC=CC(CC(C(=O)C(C(C(=CC(C(=O)CC(OC(=O)C3CCCCN3C(=O)C(=O)C1(O2)O)C(C)CC4CCC(C(C4)OC)OCCO)C)C)O)OC)C)C)C)OC. Cell line: PC-3. Synergy scores: CSS=-2.17, Synergy_ZIP=1.55, Synergy_Bliss=2.41, Synergy_Loewe=-6.38, Synergy_HSA=-4.68.